Dataset: Forward reaction prediction with 1.9M reactions from USPTO patents (1976-2016). Task: Predict the product of the given reaction. (1) The product is: [N+:11]([C:14]1[CH:15]=[N:16][N:17]([C:4]2[CH:5]=[CH:6][C:1]([CH3:10])=[CH:2][CH:3]=2)[CH:18]=1)([O-:13])=[O:12]. Given the reactants [C:1]1([CH3:10])[CH:6]=[CH:5][C:4](B(O)O)=[CH:3][CH:2]=1.[N+:11]([C:14]1[CH:15]=[N:16][NH:17][CH:18]=1)([O-:13])=[O:12].N1C=CC=CC=1, predict the reaction product. (2) Given the reactants [F:1][C:2]1[CH:7]=[C:6]([F:8])[CH:5]=[CH:4][C:3]=1[N:9]1[C:13]([C:14]2[N:15]=[C:16]3[C:22]4[CH:23]=[C:24]([C:27](O)=[O:28])[CH:25]=[CH:26][C:21]=4[O:20][CH2:19][CH2:18][N:17]3[CH:30]=2)=[N:12][CH:11]=[N:10]1.[N:31]1([CH2:37][CH2:38][OH:39])[CH2:36][CH2:35][NH:34][CH2:33][CH2:32]1, predict the reaction product. The product is: [F:1][C:2]1[CH:7]=[C:6]([F:8])[CH:5]=[CH:4][C:3]=1[N:9]1[C:13]([C:14]2[N:15]=[C:16]3[C:22]4[CH:23]=[C:24]([C:27]([N:34]5[CH2:35][CH2:36][N:31]([CH2:37][CH2:38][OH:39])[CH2:32][CH2:33]5)=[O:28])[CH:25]=[CH:26][C:21]=4[O:20][CH2:19][CH2:18][N:17]3[CH:30]=2)=[N:12][CH:11]=[N:10]1. (3) Given the reactants [CH3:1][C@@H:2]1[C@@H:7]2[CH2:8][C@@H:4]([C@H:5]([NH:9][C:10]3[CH:15]=[CH:14][C:13]([C:16]([F:19])([F:18])[F:17])=[CH:12][N:11]=3)[CH2:6]2)[N:3]1C(OC(C)(C)C)=O.Cl.C([O-])([O-])=O.[Na+].[Na+], predict the reaction product. The product is: [CH3:1][C@@H:2]1[C@@H:7]2[CH2:8][C@@H:4]([C@H:5]([NH:9][C:10]3[CH:15]=[CH:14][C:13]([C:16]([F:18])([F:17])[F:19])=[CH:12][N:11]=3)[CH2:6]2)[NH:3]1.